Predict the reaction yield, written as a fraction of the theoretical maximum amount of product (1.0 means a 100% yield; for example, 0.34 means a 34% yield). From a dataset of Reaction yield outcomes from USPTO patents with 853,638 reactions. (1) The reactants are [CH3:1][O:2][C:3]([C@@:5]1([NH:10][C:11]([C@@H:13]2[CH2:17][C@@H:16]([O:18][C:19]3[C:20]4[S:33][CH:32]=[CH:31][C:21]=4[N:22]=[C:23]([C:25]4[CH:30]=[CH:29][CH:28]=[CH:27][N:26]=4)[N:24]=3)[CH2:15][N:14]2C(OC(C)(C)C)=O)=[O:12])[CH2:7][C@H:6]1[CH:8]=[CH2:9])=[O:4].FC(F)(F)C(O)=O.C(=O)(O)[O-]. The catalyst is ClCCl. The product is [N:26]1[CH:27]=[CH:28][CH:29]=[CH:30][C:25]=1[C:23]1[N:24]=[C:19]([O:18][C@H:16]2[CH2:15][NH:14][C@H:13]([C:11]([NH:10][C@:5]3([C:3]([O:2][CH3:1])=[O:4])[CH2:7][C@H:6]3[CH:8]=[CH2:9])=[O:12])[CH2:17]2)[C:20]2[S:33][CH:32]=[CH:31][C:21]=2[N:22]=1. The yield is 0.750. (2) The reactants are Br[C:2]1[CH:3]=[C:4]2[C:9](=[CH:10][C:11]=1[O:12][CH3:13])[N:8]([C:14]1[C:18]3[CH2:19][N:20]([C:23](=[O:25])[CH3:24])[CH2:21][CH2:22][C:17]=3[N:16]([C@H:26]3[CH2:30][CH2:29][O:28][CH2:27]3)[N:15]=1)[CH2:7][CH2:6][CH2:5]2.[CH3:31][N:32]1[CH:36]=[C:35](B2OC(C)(C)C(C)(C)O2)[CH:34]=[N:33]1.C([O-])([O-])=O.[Na+].[Na+]. The catalyst is O1CCOCC1.O.C1C=CC(P(C2C=CC=CC=2)[C-]2C=CC=C2)=CC=1.C1C=CC(P(C2C=CC=CC=2)[C-]2C=CC=C2)=CC=1.Cl[Pd]Cl.[Fe+2]. The product is [CH3:13][O:12][C:11]1[CH:10]=[C:9]2[C:4]([CH2:5][CH2:6][CH2:7][N:8]2[C:14]2[C:18]3[CH2:19][N:20]([C:23](=[O:25])[CH3:24])[CH2:21][CH2:22][C:17]=3[N:16]([C@H:26]3[CH2:30][CH2:29][O:28][CH2:27]3)[N:15]=2)=[CH:3][C:2]=1[C:35]1[CH:34]=[N:33][N:32]([CH3:31])[CH:36]=1. The yield is 0.240. (3) The reactants are [S:1]1[C:5]([C:6]2[C:7]3[CH:14]=[CH:13][N:12]([CH2:15][O:16][CH2:17][CH2:18][Si:19]([CH3:22])([CH3:21])[CH3:20])[C:8]=3[N:9]=[CH:10][N:11]=2)=[CH:4][N:3]=[CH:2]1.C([Li])CCC.CON(C)[C:31](=[O:43])[CH2:32][O:33][CH2:34][C:35]1[CH:40]=[CH:39][C:38]([O:41][CH3:42])=[CH:37][CH:36]=1. The catalyst is C1COCC1.CCCCCC. The product is [CH3:42][O:41][C:38]1[CH:39]=[CH:40][C:35]([CH2:34][O:33][CH2:32][C:31]([C:2]2[S:1][C:5]([C:6]3[C:7]4[CH:14]=[CH:13][N:12]([CH2:15][O:16][CH2:17][CH2:18][Si:19]([CH3:22])([CH3:21])[CH3:20])[C:8]=4[N:9]=[CH:10][N:11]=3)=[CH:4][N:3]=2)=[O:43])=[CH:36][CH:37]=1. The yield is 0.660. (4) The reactants are Cl.NO.[C:4](=[O:7])([O-])[OH:5].[Na+].[O:9]1[C:13]2([CH2:18][CH2:17][CH:16]([O:19][C:20]3[CH:25]=[CH:24][C:23]([N:26]4[C:31](=[O:32])[C:30]([CH2:33][C:34]5[CH:39]=[CH:38][C:37]([C:40]6[C:41]([C:46]#[N:47])=[CH:42][CH:43]=[CH:44][CH:45]=6)=[CH:36][CH:35]=5)=[C:29]([CH2:48][CH2:49][CH3:50])[N:28]=[C:27]4[CH2:51][CH3:52])=[CH:22][CH:21]=3)[CH2:15][CH2:14]2)[O:12][CH2:11][CH2:10]1.C(N1C=CN=C1)([N:55]1C=CN=C1)=O.N12CCCN=C1CCCCC2. The catalyst is CS(C)=O.C(OCC)(=O)C.O. The product is [O:12]1[C:13]2([CH2:14][CH2:15][CH:16]([O:19][C:20]3[CH:25]=[CH:24][C:23]([N:26]4[C:31](=[O:32])[C:30]([CH2:33][C:34]5[CH:35]=[CH:36][C:37]([C:40]6[CH:45]=[CH:44][CH:43]=[CH:42][C:41]=6[C:46]6[NH:55][C:4](=[O:7])[O:5][N:47]=6)=[CH:38][CH:39]=5)=[C:29]([CH2:48][CH2:49][CH3:50])[N:28]=[C:27]4[CH2:51][CH3:52])=[CH:22][CH:21]=3)[CH2:17][CH2:18]2)[O:9][CH2:10][CH2:11]1. The yield is 0.640. (5) The product is [ClH:12].[CH2:1]([C:3]1[NH:7][N:6]=[C:5]([C:8]([O:10][CH3:14])=[O:9])[C:4]=1[CH3:11])[CH3:2]. The yield is 0.630. The reactants are [CH2:1]([C:3]1[NH:7][N:6]=[C:5]([C:8]([OH:10])=[O:9])[C:4]=1[CH3:11])[CH3:2].[Cl:12][Si](C)(C)[CH3:14]. The catalyst is CO. (6) The reactants are [N:1]([CH:4]1[CH2:9][CH2:8][N:7]([C:10]([O:12][CH2:13][CH3:14])=[O:11])[CH2:6][CH:5]1[O:15][CH2:16][C:17]([O:19][C:20]([CH3:23])([CH3:22])[CH3:21])=[O:18])=[N+]=[N-].O.C1C=CC(P(C2C=CC=CC=2)C2C=CC=CC=2)=CC=1. The catalyst is C1COCC1. The product is [NH2:1][CH:4]1[CH2:9][CH2:8][N:7]([C:10]([O:12][CH2:13][CH3:14])=[O:11])[CH2:6][CH:5]1[O:15][CH2:16][C:17]([O:19][C:20]([CH3:21])([CH3:23])[CH3:22])=[O:18]. The yield is 0.750.